From a dataset of Full USPTO retrosynthesis dataset with 1.9M reactions from patents (1976-2016). Predict the reactants needed to synthesize the given product. (1) Given the product [CH2:2]=[C:3]1[CH2:8][CH2:7][O:6][C:4]1=[O:5].[C:9]([O:14][CH2:15][CH2:16][OH:17])(=[O:13])[C:10]([CH3:12])=[CH2:11].[CH:18]([C:20]1[CH:28]=[CH:27][C:23]([C:24]([OH:26])=[O:25])=[CH:22][CH:21]=1)=[CH2:19], predict the reactants needed to synthesize it. The reactants are: O.[CH2:2]=[C:3]1[CH2:8][CH2:7][O:6][C:4]1=[O:5].[C:9]([O:14][CH2:15][CH2:16][OH:17])(=[O:13])[C:10]([CH3:12])=[CH2:11].[CH:18]([C:20]1[CH:28]=[CH:27][C:23]([C:24]([OH:26])=[O:25])=[CH:22][CH:21]=1)=[CH2:19].S(OOS([O-])(=O)=O)([O-])(=O)=O.[Na+].[Na+]. (2) The reactants are: C[O:2][C:3](=[O:39])[C:4]1[CH:9]=[CH:8][CH:7]=[CH:6][C:5]=1[O:10][C:11]1[CH:16]=[CH:15][CH:14]=[C:13]([O:17][CH2:18][CH2:19][CH2:20][O:21][C:22]2[CH:27]=[C:26]([OH:28])[C:25]([C:29]3[N:30]=[CH:31][S:32][CH:33]=3)=[CH:24][C:23]=2[CH2:34][CH3:35])[C:12]=1[CH2:36][CH2:37][CH3:38].[OH-].[Li+]. Given the product [CH2:34]([C:23]1[CH:24]=[C:25]([C:29]2[N:30]=[CH:31][S:32][CH:33]=2)[C:26]([OH:28])=[CH:27][C:22]=1[O:21][CH2:20][CH2:19][CH2:18][O:17][C:13]1[C:12]([CH2:36][CH2:37][CH3:38])=[C:11]([CH:16]=[CH:15][CH:14]=1)[O:10][C:5]1[CH:6]=[CH:7][CH:8]=[CH:9][C:4]=1[C:3]([OH:39])=[O:2])[CH3:35], predict the reactants needed to synthesize it. (3) Given the product [Cl:1][C:2]1[CH:3]=[CH:4][C:5]([C:8]2[N:12]([CH3:13])[C:11]([C:14]([N:40]([O:41][CH3:42])[CH3:39])=[O:15])=[C:10]([C:17]3[CH:18]=[CH:19][C:20]([S:23](=[O:25])(=[O:26])[NH2:24])=[CH:21][CH:22]=3)[C:9]=2[CH3:27])=[CH:6][CH:7]=1, predict the reactants needed to synthesize it. The reactants are: [Cl:1][C:2]1[CH:7]=[CH:6][C:5]([C:8]2[N:12]([CH3:13])[C:11]([C:14](O)=[O:15])=[C:10]([C:17]3[CH:22]=[CH:21][C:20]([S:23](=[O:26])(=[O:25])[NH2:24])=[CH:19][CH:18]=3)[C:9]=2[CH3:27])=[CH:4][CH:3]=1.C1C=CC2N(O)N=NC=2C=1.Cl.[CH3:39][NH:40][O:41][CH3:42].C(Cl)CCl.C(N(CC)CC)C. (4) Given the product [N:1]1[CH:6]=[CH:5][CH:4]=[CH:3][C:2]=1[NH:7][C:8]1[CH:13]=[CH:12][C:11]([O:14][C:16]2[C:17]([CH:22]3[CH2:23][CH2:24][N:25]([C:28](=[O:30])[CH3:29])[CH2:26][CH2:27]3)=[N:18][CH:19]=[CH:20][N:21]=2)=[CH:10][CH:9]=1, predict the reactants needed to synthesize it. The reactants are: [N:1]1[CH:6]=[CH:5][CH:4]=[CH:3][C:2]=1[NH:7][C:8]1[CH:13]=[CH:12][C:11]([OH:14])=[CH:10][CH:9]=1.F[C:16]1[C:17]([CH:22]2[CH2:27][CH2:26][N:25]([C:28](=[O:30])[CH3:29])[CH2:24][CH2:23]2)=[N:18][CH:19]=[CH:20][N:21]=1.C(=O)([O-])[O-].[Cs+].[Cs+]. (5) Given the product [CH3:1][C:2]1([CH3:16])[C:6]([CH3:7])=[CH:5][CH2:4][CH:3]1[CH2:8][CH:9]=[CH:10][C:11]([OH:13])=[O:12], predict the reactants needed to synthesize it. The reactants are: [CH3:1][C:2]1([CH3:16])[C:6]([CH3:7])=[CH:5][CH2:4][CH:3]1[CH2:8][CH:9]=[CH:10][C:11]([O:13]CC)=[O:12].C1COCC1. (6) The reactants are: CO[C:3]1[CH:16]=[CH:15][C:6]([CH2:7][NH:8][CH2:9][C:10]([O:12]CC)=O)=[C:5]([N+:17]([O-])=O)[CH:4]=1.[Cl:20][C:21]1[CH:29]=[CH:28][C:24]([C:25](Cl)=[O:26])=[CH:23][CH:22]=1.C(N(CC)CC)C.[H][H].[N:39]1([C:44]([C:46]2[CH:53]=[CH:52][C:49]([CH:50]=O)=[CH:48][CH:47]=2)=[O:45])[CH2:43][CH:42]=[CH:41][CH2:40]1.[C:54](O)(=[O:56])C.C(O[BH-](OC(=O)C)OC(=O)C)(=O)C.[Na+]. Given the product [Cl:20][C:21]1[CH:29]=[CH:28][C:24]([C:25]([N:8]2[CH2:7][C:6]3[C:15]([O:56][CH3:54])=[CH:16][CH:3]=[CH:4][C:5]=3[N:17]([CH2:50][C:49]3[CH:52]=[CH:53][C:46]([C:44]([N:39]4[CH2:43][CH:42]=[CH:41][CH2:40]4)=[O:45])=[CH:47][CH:48]=3)[C:10](=[O:12])[CH2:9]2)=[O:26])=[CH:23][CH:22]=1, predict the reactants needed to synthesize it.